Dataset: Reaction yield outcomes from USPTO patents with 853,638 reactions. Task: Predict the reaction yield, written as a fraction of the theoretical maximum amount of product (1.0 means a 100% yield; for example, 0.34 means a 34% yield). (1) The reactants are [C:1]1([C@@H:7]([N:9]([CH:16]2[CH2:25][CH2:24][C:19]3(OCC[O:20]3)[CH2:18][CH2:17]2)[C:10](=[O:15])[C:11]([F:14])([F:13])[F:12])[CH3:8])[CH:6]=[CH:5][CH:4]=[CH:3][CH:2]=1.Cl. The catalyst is O1CCCC1. The product is [C:1]1([C@@H:7]([N:9]([CH:16]2[CH2:25][CH2:24][C:19](=[O:20])[CH2:18][CH2:17]2)[C:10](=[O:15])[C:11]([F:12])([F:14])[F:13])[CH3:8])[CH:6]=[CH:5][CH:4]=[CH:3][CH:2]=1. The yield is 0.410. (2) The reactants are [CH3:1][CH:2]([CH3:22])[CH2:3][C@H:4]([N:8]1[CH2:12][C:11]([O:13][C:14]2[CH:19]=[CH:18][CH:17]=[CH:16][C:15]=2[CH3:20])=[CH:10][C:9]1=[O:21])[C:5]([OH:7])=O.[CH3:23][N:24]1[CH:28]=[CH:27][C:26]([NH2:29])=[N:25]1.F[P-](F)(F)(F)(F)F.N1(O[P+](N(C)C)(N(C)C)N(C)C)C2C=CC=CC=2N=N1.C(N(CC)CC)C. The catalyst is CN(C)C=O. The product is [CH3:23][N:24]1[CH:28]=[CH:27][C:26]([NH:29][C:5](=[O:7])[C@@H:4]([N:8]2[CH2:12][C:11]([O:13][C:14]3[CH:19]=[CH:18][CH:17]=[CH:16][C:15]=3[CH3:20])=[CH:10][C:9]2=[O:21])[CH2:3][CH:2]([CH3:1])[CH3:22])=[N:25]1. The yield is 0.190.